This data is from Full USPTO retrosynthesis dataset with 1.9M reactions from patents (1976-2016). The task is: Predict the reactants needed to synthesize the given product. (1) Given the product [Br:1][C:2]1[CH:3]=[CH:4][C:5]([CH:8]2[CH2:12][CH2:11][CH2:10][N:9]2[C:20]([O:22][CH2:23][C:24]2[CH:29]=[CH:28][CH:27]=[CH:26][CH:25]=2)=[O:21])=[CH:6][CH:7]=1, predict the reactants needed to synthesize it. The reactants are: [Br:1][C:2]1[CH:7]=[CH:6][C:5]([CH:8]2[CH2:12][CH2:11][CH2:10][NH:9]2)=[CH:4][CH:3]=1.C(=O)([O-])[O-].[K+].[K+].Cl[C:20]([O:22][CH2:23][C:24]1[CH:29]=[CH:28][CH:27]=[CH:26][CH:25]=1)=[O:21]. (2) Given the product [CH3:22][O:21][C:15]1[CH:16]=[CH:17][C:18]([CH3:20])=[CH:19][C:14]=1[S:11]([N:6]1[C:7]2[C:3](=[C:2]([CH:23]=[CH2:24])[CH:10]=[CH:9][CH:8]=2)[CH:4]=[CH:5]1)(=[O:13])=[O:12], predict the reactants needed to synthesize it. The reactants are: Br[C:2]1[CH:10]=[CH:9][CH:8]=[C:7]2[C:3]=1[CH:4]=[CH:5][N:6]2[S:11]([C:14]1[CH:19]=[C:18]([CH3:20])[CH:17]=[CH:16][C:15]=1[O:21][CH3:22])(=[O:13])=[O:12].[CH2:23]([Sn](CCCC)(CCCC)C=C)[CH2:24]CC. (3) Given the product [CH3:34][N:25]1[C:26]([C:29]([OH:31])=[O:30])=[C:27]([CH3:28])[C:23]([C:20]2[CH:21]=[CH:22][C:17]([O:16][CH2:15][C:3]3[C:4]([N:8]4[C:12](=[O:13])[N:11]([CH3:14])[N:10]=[N:9]4)=[CH:5][CH:6]=[CH:7][C:2]=3[CH3:1])=[C:18]([CH3:35])[CH:19]=2)=[N:24]1, predict the reactants needed to synthesize it. The reactants are: [CH3:1][C:2]1[C:3]([CH2:15][O:16][C:17]2[CH:22]=[CH:21][C:20]([C:23]3[C:27]([CH3:28])=[C:26]([C:29]([O:31]CC)=[O:30])[N:25]([CH3:34])[N:24]=3)=[CH:19][C:18]=2[CH3:35])=[C:4]([N:8]2[C:12](=[O:13])[N:11]([CH3:14])[N:10]=[N:9]2)[CH:5]=[CH:6][CH:7]=1.O1CCCC1.CO.[OH-].[Li+]. (4) Given the product [CH3:16][O:17][CH2:18][CH2:19][N:20]([CH3:28])[C:21]1[N:22]=[CH:23][C:24]([NH:27][C:12]([C:9]2[NH:10][C:11]3[C:7]([C:8]=2[CH3:15])=[CH:6][CH:5]=[CH:4][C:3]=3[O:2][CH3:1])=[O:14])=[CH:25][CH:26]=1, predict the reactants needed to synthesize it. The reactants are: [CH3:1][O:2][C:3]1[CH:4]=[CH:5][CH:6]=[C:7]2[C:11]=1[NH:10][C:9]([C:12]([OH:14])=O)=[C:8]2[CH3:15].[CH3:16][O:17][CH2:18][CH2:19][N:20]([CH3:28])[C:21]1[CH:26]=[CH:25][C:24]([NH2:27])=[CH:23][N:22]=1. (5) The reactants are: [C:1]1([CH2:7][O:8][C:9]2[CH:14]=[CH:13][C:12]([Cl:15])=[CH:11][C:10]=2I)[CH:6]=[CH:5][CH:4]=[CH:3][CH:2]=1.[Br:17][C:18]1[CH:23]=[CH:22][CH:21]=[CH:20][C:19]=1B(O)O.C(=O)([O-])[O-].[K+].[K+]. Given the product [C:1]1([CH2:7][O:8][C:9]2[C:10]([C:19]3[CH:20]=[CH:21][CH:22]=[CH:23][C:18]=3[Br:17])=[CH:11][C:12]([Cl:15])=[CH:13][CH:14]=2)[CH:6]=[CH:5][CH:4]=[CH:3][CH:2]=1, predict the reactants needed to synthesize it. (6) Given the product [F:8][C:6]1[CH:5]=[C:4]([CH2:9][C:10]([NH:12][C@H:13]([C:15]([NH:19][CH:20]([C:26]2[CH:27]=[CH:28][N:29]=[CH:30][CH:31]=2)[C:21]([O:23][CH2:24][CH3:25])=[O:22])=[O:17])[CH3:14])=[O:11])[CH:3]=[C:2]([F:1])[CH:7]=1, predict the reactants needed to synthesize it. The reactants are: [F:1][C:2]1[CH:3]=[C:4]([CH2:9][C:10]([NH:12][C@H:13]([C:15]([OH:17])=O)[CH3:14])=[O:11])[CH:5]=[C:6]([F:8])[CH:7]=1.Cl.[NH2:19][CH:20]([C:26]1[CH:31]=[CH:30][N:29]=[CH:28][CH:27]=1)[C:21]([O:23][CH2:24][CH3:25])=[O:22].